From a dataset of Reaction yield outcomes from USPTO patents with 853,638 reactions. Predict the reaction yield, written as a fraction of the theoretical maximum amount of product (1.0 means a 100% yield; for example, 0.34 means a 34% yield). (1) The reactants are CO[CH:3]([O:22]C)[CH:4]([N:6]([CH3:21])[C:7]([NH:9][C:10]1[CH:15]=[C:14]([C:16]([F:19])([F:18])[F:17])[C:13]([I:20])=[CH:12][N:11]=1)=[O:8])[CH3:5]. The catalyst is C(O)(=O)C.O. The product is [OH:22][CH:3]1[N:9]([C:10]2[CH:15]=[C:14]([C:16]([F:17])([F:18])[F:19])[C:13]([I:20])=[CH:12][N:11]=2)[C:7](=[O:8])[N:6]([CH3:21])[CH:4]1[CH3:5]. The yield is 0.980. (2) The reactants are [CH3:1][N:2]1[CH:6]=[C:5]([NH2:7])[CH:4]=[N:3]1.[Si]([O:15][CH2:16][C@@H:17]([N:26]1[CH:31]=[CH:30][C:29]([C:32]2[CH:37]=[CH:36][N:35]=[C:34](S(C)(=O)=O)[N:33]=2)=[CH:28][C:27]1=[O:42])[C:18]1[CH:23]=[CH:22][C:21]([Cl:24])=[C:20]([F:25])[CH:19]=1)(C(C)(C)C)(C)C. The catalyst is C(O)(CC)C. The product is [Cl:24][C:21]1[CH:22]=[CH:23][C:18]([C@H:17]([N:26]2[CH:31]=[CH:30][C:29]([C:32]3[CH:37]=[CH:36][N:35]=[C:34]([NH:7][C:5]4[CH:4]=[N:3][N:2]([CH3:1])[CH:6]=4)[N:33]=3)=[CH:28][C:27]2=[O:42])[CH2:16][OH:15])=[CH:19][C:20]=1[F:25]. The yield is 0.260. (3) The reactants are [C:1]([C:3]1[CH:8]=[CH:7][C:6]([N:9]2[C:16](=[O:17])[C:12]3([CH2:15][CH2:14][CH2:13]3)[N:11]([C:18]3[CH:23]=[CH:22][C:21]([CH2:24]OS(C)(=O)=O)=[CH:20][CH:19]=3)[C:10]2=[S:30])=[CH:5][C:4]=1[C:31]([F:34])([F:33])[F:32])#[N:2].[CH3:35][NH:36][CH3:37]. The catalyst is C1COCC1. The product is [CH3:35][N:36]([CH2:24][C:21]1[CH:20]=[CH:19][C:18]([N:11]2[C:10](=[S:30])[N:9]([C:6]3[CH:7]=[CH:8][C:3]([C:1]#[N:2])=[C:4]([C:31]([F:32])([F:34])[F:33])[CH:5]=3)[C:16](=[O:17])[C:12]32[CH2:15][CH2:14][CH2:13]3)=[CH:23][CH:22]=1)[CH3:37]. The yield is 0.950. (4) The reactants are [CH:1]([C:4]1[C:5]([O:31][CH2:32][CH2:33][CH3:34])=[C:6]([CH:28]=[CH:29][CH:30]=1)[CH2:7][N:8]([CH3:27])[C:9](=[O:26])/[CH:10]=[CH:11]/[C:12]1[CH:25]=[N:24][C:15]2[NH:16][C:17](=[O:23])[C:18](C)(C)[NH:19][CH2:20][C:14]=2[CH:13]=1)([CH3:3])[CH3:2].[ClH:35]. The catalyst is C(Cl)Cl.C(OCC)C. The product is [ClH:35].[CH:1]([C:4]1[C:5]([O:31][CH2:32][CH2:33][CH3:34])=[C:6]([CH:28]=[CH:29][CH:30]=1)[CH2:7][N:8]([CH3:27])[C:9](=[O:26])/[CH:10]=[CH:11]/[C:12]1[CH:25]=[N:24][C:15]2[NH:16][C:17](=[O:23])[CH2:18][NH:19][CH2:20][C:14]=2[CH:13]=1)([CH3:3])[CH3:2]. The yield is 0.910. (5) The reactants are [H-].[H-].[H-].[H-].[Li+].[Al+3].C1COCC1.[CH3:12][C@@H:13]1[N:18]([CH3:19])[C@@H:17]([CH3:20])[CH2:16][NH:15][C:14]1=O. No catalyst specified. The product is [CH3:19][N:18]1[C@@H:13]([CH3:12])[CH2:14][NH:15][CH2:16][C@@H:17]1[CH3:20]. The yield is 0.930. (6) The reactants are [Br:1][C:2]1[CH:7]=[C:6]([N+:8]([O-])=O)[CH:5]=[CH:4][C:3]=1[F:11].C(O)C.O.O.[Sn](Cl)Cl. The catalyst is O1CCCC1. The product is [Br:1][C:2]1[CH:7]=[C:6]([NH2:8])[CH:5]=[CH:4][C:3]=1[F:11]. The yield is 0.920.